This data is from Reaction yield outcomes from USPTO patents with 853,638 reactions. The task is: Predict the reaction yield, written as a fraction of the theoretical maximum amount of product (1.0 means a 100% yield; for example, 0.34 means a 34% yield). (1) The reactants are Br[C:2]1[CH:3]=[C:4]([CH:9]=[CH:10][C:11]=1[CH2:12][NH:13][C@@H:14]([C:17]1[CH:22]=[CH:21][CH:20]=[CH:19][CH:18]=1)[CH2:15][OH:16])[C:5]([O:7][CH3:8])=[O:6].C([O-])([O-])=O.[K+].[K+]. The catalyst is C(O)(C)C.[Cu]I. The product is [C:17]1([C@@H:14]2[NH:13][CH2:12][C:11]3[CH:10]=[CH:9][C:4]([C:5]([O:7][CH3:8])=[O:6])=[CH:3][C:2]=3[O:16][CH2:15]2)[CH:22]=[CH:21][CH:20]=[CH:19][CH:18]=1. The yield is 0.360. (2) The reactants are [Cl:1][C:2]1[N:3]=[CH:4][C:5]2C=C(C3C=CC(C)=CC=3Cl)[N:8]([CH2:19][C@@H:20]3[CH2:25][CH2:24][CH2:23][N:22]([C:26]([O:28][C:29]([CH3:32])([CH3:31])[CH3:30])=[O:27])[CH2:21]3)[C:6]=2[N:7]=1.[Cl:33][C:34]1[CH:39]=[C:38]([F:40])[CH:37]=[C:36]([Cl:41])[C:35]=1[C:42]#[C:43][Si](C)(C)C. No catalyst specified. The product is [Cl:1][C:2]1[N:3]=[CH:4][C:5]2[CH:43]=[C:42]([C:35]3[C:34]([Cl:33])=[CH:39][C:38]([F:40])=[CH:37][C:36]=3[Cl:41])[N:8]([CH2:19][C@@H:20]3[CH2:25][CH2:24][CH2:23][N:22]([C:26]([O:28][C:29]([CH3:32])([CH3:31])[CH3:30])=[O:27])[CH2:21]3)[C:6]=2[N:7]=1. The yield is 0.340. (3) The reactants are N[C:2]1[C:10]([F:11])=[CH:9][CH:8]=[CH:7][C:3]=1[C:4]([OH:6])=[O:5].[BrH:12].N([O-])=O.[Na+].[Br-]. The catalyst is O.C(#N)C. The product is [Br:12][C:2]1[C:10]([F:11])=[CH:9][CH:8]=[CH:7][C:3]=1[C:4]([OH:6])=[O:5]. The yield is 1.00. (4) The reactants are [NH2:1][C:2]1[CH:3]=[CH:4][C:5]([C:9]2[CH:10]=[C:11]([CH:17]=[CH:18][CH:19]=2)[C:12]([O:14][CH2:15][CH3:16])=[O:13])=[N:6][C:7]=1Br.CCO[C:23]([S-:25])=[S:24].[K+].[C:27](O)(=O)C.IC. The catalyst is CN1C(=O)CCC1.C(OCC)(=O)C. The product is [CH3:27][S:25][C:23]1[S:24][C:7]2[C:2]([N:1]=1)=[CH:3][CH:4]=[C:5]([C:9]1[CH:10]=[C:11]([CH:17]=[CH:18][CH:19]=1)[C:12]([O:14][CH2:15][CH3:16])=[O:13])[N:6]=2. The yield is 0.700. (5) The reactants are [CH:1]1([CH:7]([C:9]2[C:10]([CH:24]3[CH2:26][CH2:25]3)=[N:11][N:12]([C:14]3[CH:19]=[CH:18][C:17]([C:20]([F:23])([F:22])[F:21])=[CH:16][N:15]=3)[CH:13]=2)O)[CH2:6][CH2:5][CH2:4][CH2:3][CH2:2]1.[NH2:27][C:28]1[CH:33]=[CH:32][C:31]([C:34]([NH:36][CH2:37][CH2:38][C:39]([O:41]CC)=[O:40])=[O:35])=[CH:30][CH:29]=1. No catalyst specified. The product is [CH:1]1([CH:7]([NH:27][C:28]2[CH:29]=[CH:30][C:31]([C:34]([NH:36][CH2:37][CH2:38][C:39]([OH:41])=[O:40])=[O:35])=[CH:32][CH:33]=2)[C:9]2[C:10]([CH:24]3[CH2:26][CH2:25]3)=[N:11][N:12]([C:14]3[CH:19]=[CH:18][C:17]([C:20]([F:23])([F:22])[F:21])=[CH:16][N:15]=3)[CH:13]=2)[CH2:2][CH2:3][CH2:4][CH2:5][CH2:6]1. The yield is 0.210.